This data is from Peptide-MHC class I binding affinity with 185,985 pairs from IEDB/IMGT. The task is: Regression. Given a peptide amino acid sequence and an MHC pseudo amino acid sequence, predict their binding affinity value. This is MHC class I binding data. (1) The peptide sequence is ELAELLEMKY. The MHC is HLA-A68:01 with pseudo-sequence HLA-A68:01. The binding affinity (normalized) is 0.265. (2) The peptide sequence is YTLIYRQL. The MHC is H-2-Kb with pseudo-sequence H-2-Kb. The binding affinity (normalized) is 0.823. (3) The peptide sequence is SMYSTAATI. The MHC is HLA-A68:02 with pseudo-sequence HLA-A68:02. The binding affinity (normalized) is 0.0742. (4) The peptide sequence is QLTPHTKAV. The MHC is HLA-B53:01 with pseudo-sequence HLA-B53:01. The binding affinity (normalized) is 0. (5) The peptide sequence is MMFDAMGAL. The MHC is HLA-B46:01 with pseudo-sequence HLA-B46:01. The binding affinity (normalized) is 0.710. (6) The peptide sequence is GVNACQVGV. The MHC is HLA-A02:19 with pseudo-sequence HLA-A02:19. The binding affinity (normalized) is 0.710.